This data is from Forward reaction prediction with 1.9M reactions from USPTO patents (1976-2016). The task is: Predict the product of the given reaction. (1) Given the reactants C1O[C:8]2[CH:7]=[CH:6][C:5]([N+:10]([O-:12])=[O:11])=[CH:4][C:3]=2[O:2]1.[C-:13]#[N:14].[Na+].O.[OH-].[Na+], predict the reaction product. The product is: [C:13]([C:8]1[CH:7]=[CH:6][C:5]([N+:10]([O-:12])=[O:11])=[CH:4][C:3]=1[OH:2])#[N:14]. (2) Given the reactants [NH2:1][NH:2][C:3]([NH:5][NH2:6])=[O:4].[Cu:7](Cl)Cl.[H-].[K+], predict the reaction product. The product is: [NH2:1][NH:2][C:3]([NH:5][NH2:6])=[O:4].[NH2:1][NH:2][C:3]([NH:5][NH2:6])=[O:4].[Cu+2:7].